Dataset: Peptide-MHC class II binding affinity with 134,281 pairs from IEDB. Task: Regression. Given a peptide amino acid sequence and an MHC pseudo amino acid sequence, predict their binding affinity value. This is MHC class II binding data. (1) The peptide sequence is GELQIVDCIDAAFKI. The MHC is DRB1_0802 with pseudo-sequence DRB1_0802. The binding affinity (normalized) is 0.266. (2) The peptide sequence is LSPILFECLIHPMLG. The MHC is DRB1_1501 with pseudo-sequence DRB1_1501. The binding affinity (normalized) is 0.455. (3) The peptide sequence is KLAQRRVFHGVAKNP. The MHC is DRB1_1301 with pseudo-sequence DRB1_1301. The binding affinity (normalized) is 0.834. (4) The binding affinity (normalized) is 0.542. The MHC is DRB1_0701 with pseudo-sequence DRB1_0701. The peptide sequence is EVVDYLGIPASARPV.